From a dataset of NCI-60 drug combinations with 297,098 pairs across 59 cell lines. Regression. Given two drug SMILES strings and cell line genomic features, predict the synergy score measuring deviation from expected non-interaction effect. Drug 1: CS(=O)(=O)CCNCC1=CC=C(O1)C2=CC3=C(C=C2)N=CN=C3NC4=CC(=C(C=C4)OCC5=CC(=CC=C5)F)Cl. Drug 2: C1=CC=C(C(=C1)C(C2=CC=C(C=C2)Cl)C(Cl)Cl)Cl. Cell line: NCIH23. Synergy scores: CSS=-2.82, Synergy_ZIP=1.53, Synergy_Bliss=1.83, Synergy_Loewe=-0.717, Synergy_HSA=-1.33.